This data is from Reaction yield outcomes from USPTO patents with 853,638 reactions. The task is: Predict the reaction yield, written as a fraction of the theoretical maximum amount of product (1.0 means a 100% yield; for example, 0.34 means a 34% yield). (1) The reactants are [Cl:1][C:2]1[CH:7]=[CH:6][C:5]([CH:8]([C:11]2[CH:16]=[CH:15][C:14]([Cl:17])=[CH:13][CH:12]=2)[CH:9]=O)=[CH:4][CH:3]=1.[C:18]([N:25]1[CH2:30][CH2:29][NH:28][CH2:27][CH2:26]1)([O:20][C:21]([CH3:24])([CH3:23])[CH3:22])=[O:19].C([BH3-])#N.[Na+].O. The catalyst is CO. The product is [C:21]([O:20][C:18]([N:25]1[CH2:30][CH2:29][N:28]([CH2:9][CH:8]([C:11]2[CH:16]=[CH:15][C:14]([Cl:17])=[CH:13][CH:12]=2)[C:5]2[CH:6]=[CH:7][C:2]([Cl:1])=[CH:3][CH:4]=2)[CH2:27][CH2:26]1)=[O:19])([CH3:24])([CH3:22])[CH3:23]. The yield is 0.110. (2) The product is [CH3:21][N:14]([C:15]1[CH:20]=[CH:19][CH:18]=[CH:17][CH:16]=1)[C:12](=[O:13])[CH2:11][N:7]1[C:6]2[CH:22]=[C:2]([C:28]3[S:32][CH:31]=[N:30][CH:29]=3)[CH:3]=[CH:4][C:5]=2[O:9][C:8]1=[O:10]. The reactants are Br[C:2]1[CH:3]=[CH:4][C:5]2[O:9][C:8](=[O:10])[N:7]([CH2:11][C:12]([N:14]([CH3:21])[C:15]3[CH:20]=[CH:19][CH:18]=[CH:17][CH:16]=3)=[O:13])[C:6]=2[CH:22]=1.C([Sn](CCCC)(CCCC)[C:28]1[S:32][CH:31]=[N:30][CH:29]=1)CCC.C(=O)([O-])O.[Na+].C(OCC)(=O)C. The catalyst is C1(C)C=CC=CC=1. The yield is 0.450. (3) The reactants are [F:1][C:2]1[CH:7]=[CH:6][C:5]([C:8]2[C:16]3[C:11](=[CH:12][CH:13]=[C:14]([N+:17]([O-])=O)[CH:15]=3)[N:10](COCCOC)[N:9]=2)=[CH:4][CH:3]=1. The product is [F:1][C:2]1[CH:3]=[CH:4][C:5]([C:8]2[C:16]3[C:11](=[CH:12][CH:13]=[C:14]([NH2:17])[CH:15]=3)[NH:10][N:9]=2)=[CH:6][CH:7]=1. The yield is 0.530. The catalyst is C(O)C.[Pd].[C]. (4) The reactants are C[Si](Cl)(C)C.Br[CH2:7][C:8]([O:10][C:11]([CH3:14])([CH3:13])[CH3:12])=[O:9].[OH:15][C@@H:16]1[CH2:21][O:20][C:18](=[O:19])[CH2:17]1.[OH-].[Na+]. The catalyst is O1CCCC1.O.[Zn]. The product is [C:11]([O:10][C:8](=[O:9])[CH2:7][C:18](=[O:19])[CH2:17][C@H:16]([OH:15])[CH2:21][OH:20])([CH3:14])([CH3:13])[CH3:12]. The yield is 0.290. (5) The reactants are [F:1][C:2]1[CH:11]=[C:10]2[C:5]([CH2:6][CH2:7][CH2:8][N:9]2[C:12]2[C:13]([C:26]3[CH:31]=[CH:30][C:29]([F:32])=[CH:28][CH:27]=3)=[N:14][C:15]3[C:20]([N:21]=2)=[CH:19][C:18]([C:22]([O:24]C)=[O:23])=[CH:17][CH:16]=3)=[CH:4][CH:3]=1.[OH-].[Na+].Cl. The catalyst is CO.O. The product is [F:1][C:2]1[CH:11]=[C:10]2[C:5]([CH2:6][CH2:7][CH2:8][N:9]2[C:12]2[C:13]([C:26]3[CH:27]=[CH:28][C:29]([F:32])=[CH:30][CH:31]=3)=[N:14][C:15]3[C:20]([N:21]=2)=[CH:19][C:18]([C:22]([OH:24])=[O:23])=[CH:17][CH:16]=3)=[CH:4][CH:3]=1. The yield is 0.870. (6) The reactants are [CH3:1][O:2][C:3]1[CH:8]=[CH:7][C:6]([C:9](=O)[CH2:10][C:11]2[CH:16]=[CH:15][CH:14]=[CH:13][CH:12]=2)=[CH:5][CH:4]=1.[CH2:18]([O:20][C:21]1[CH:22]=[C:23]([CH:26]=[C:27]([N+:30]([O-:32])=[O:31])[C:28]=1[OH:29])[CH:24]=O)[CH3:19].[NH2:33][C:34]([NH2:36])=[O:35].Cl. The catalyst is CCO.CO.CCOC(C)=O. The product is [CH2:18]([O:20][C:21]1[CH:22]=[C:23]([CH:24]2[C:10]([C:11]3[CH:16]=[CH:15][CH:14]=[CH:13][CH:12]=3)=[C:9]([C:6]3[CH:7]=[CH:8][C:3]([O:2][CH3:1])=[CH:4][CH:5]=3)[NH:36][C:34](=[O:35])[NH:33]2)[CH:26]=[C:27]([N+:30]([O-:32])=[O:31])[C:28]=1[OH:29])[CH3:19]. The yield is 0.0750. (7) The reactants are [Br:1][C:2]1[CH:3]=[CH:4][C:5]2[O:10][CH2:9][C:8](=[O:11])[NH:7][C:6]=2[CH:12]=1.C(N(CC)C(C)C)(C)C.[I-].[Na+].Cl[CH2:25][O:26][CH3:27]. The catalyst is ClCCCl.ClCCl. The product is [Br:1][C:2]1[CH:3]=[CH:4][C:5]2[O:10][CH2:9][C:8](=[O:11])[N:7]([CH2:25][O:26][CH3:27])[C:6]=2[CH:12]=1. The yield is 0.880. (8) The reactants are [CH2:1]([O:5][C:6]1[CH:11]=[CH:10][C:9]([S:12]([N:15](C)[CH:16]([CH:21]([CH3:23])[CH3:22])[C:17]([O:19]C)=[O:18])(=[O:14])=[O:13])=[CH:8][CH:7]=1)[CH:2]=[C:3]=[CH2:4].[OH-].[Li+].O. The catalyst is O1CCCC1.CO. The product is [CH2:1]([O:5][C:6]1[CH:7]=[CH:8][C:9]([S:12]([NH:15][C@H:16]([C:17]([OH:19])=[O:18])[CH:21]([CH3:23])[CH3:22])(=[O:13])=[O:14])=[CH:10][CH:11]=1)[CH:2]=[C:3]=[CH2:4]. The yield is 0.860. (9) The yield is 0.560. The reactants are N12CCCN=C1CCCCC2.Cl.[NH2:13][CH2:14][C:15]1[CH:23]=[CH:22][CH:21]=[C:20]2[C:16]=1[C:17](=[O:33])[N:18]([CH:25]1[CH2:30][CH2:29][C:28](=[O:31])[NH:27][C:26]1=[O:32])[C:19]2=[O:24].[CH2:34]([N:42]=[C:43]=[O:44])[CH2:35][CH2:36][CH2:37][CH2:38][CH2:39][CH2:40][CH3:41]. The catalyst is CC#N. The product is [O:32]=[C:26]1[CH:25]([N:18]2[C:17](=[O:33])[C:16]3[C:20](=[CH:21][CH:22]=[CH:23][C:15]=3[CH2:14][NH:13][C:43]([NH:42][CH2:34][CH2:35][CH2:36][CH2:37][CH2:38][CH2:39][CH2:40][CH3:41])=[O:44])[C:19]2=[O:24])[CH2:30][CH2:29][C:28](=[O:31])[NH:27]1. (10) The reactants are [CH2:1]([O:8][C:9]1[C:14](=[O:15])[CH:13]=[C:12]([CH3:16])[NH:11][C:10]=1C(O)=O)[C:2]1[CH:7]=[CH:6][CH:5]=[CH:4][CH:3]=1. The catalyst is CN(C)C=O. The product is [CH2:1]([O:8][C:9]1[C:14](=[O:15])[CH:13]=[C:12]([CH3:16])[NH:11][CH:10]=1)[C:2]1[CH:3]=[CH:4][CH:5]=[CH:6][CH:7]=1. The yield is 0.770.